This data is from Catalyst prediction with 721,799 reactions and 888 catalyst types from USPTO. The task is: Predict which catalyst facilitates the given reaction. (1) Reactant: [CH3:1][O:2][C:3]1[CH:4]=[C:5]([CH:14]=[CH:15][C:16]=1[N+:17]([O-:19])=[O:18])[O:6][C:7]1[CH:12]=[CH:11][N:10]=[C:9]([NH2:13])[CH:8]=1.CCN(C(C)C)C(C)C.[CH3:29][O:30][CH2:31][C:32](Cl)=[O:33].N. Product: [CH3:29][O:30][CH2:31][C:32]([NH:13][C:9]1[CH:8]=[C:7]([O:6][C:5]2[CH:14]=[CH:15][C:16]([N+:17]([O-:19])=[O:18])=[C:3]([O:2][CH3:1])[CH:4]=2)[CH:12]=[CH:11][N:10]=1)=[O:33]. The catalyst class is: 61. (2) Reactant: Cl[C:2]1[CH:7]=[C:6](Cl)[N:5]=[CH:4][N:3]=1.[Br:9][C:10]1[CH:11]=[C:12]([CH:14]=[CH:15][CH:16]=1)[NH2:13].CCN(C(C)C)C(C)C.[CH2:26]([CH2:28][NH2:29])[OH:27]. Product: [Br:9][C:10]1[CH:11]=[C:12]([NH:13][C:6]2[N:5]=[CH:4][N:3]=[C:2]([NH:29][CH2:28][CH2:26][OH:27])[CH:7]=2)[CH:14]=[CH:15][CH:16]=1. The catalyst class is: 114.